From a dataset of Full USPTO retrosynthesis dataset with 1.9M reactions from patents (1976-2016). Predict the reactants needed to synthesize the given product. (1) Given the product [O:8]=[C:2]1[C:3](=[O:5])[N:17]([C:13]2[CH:12]=[C:11]([CH:16]=[CH:15][CH:14]=2)[C:9]#[N:10])[C:18](=[S:19])[N:20]1[CH:21]([CH3:26])[C:22]([CH3:25])([CH3:24])[CH3:23], predict the reactants needed to synthesize it. The reactants are: Cl[C:2](=[O:8])[C:3]([O:5]CC)=O.[C:9]([C:11]1[CH:12]=[C:13]([NH:17][C:18]([NH:20][CH:21]([CH3:26])[C:22]([CH3:25])([CH3:24])[CH3:23])=[S:19])[CH:14]=[CH:15][CH:16]=1)#[N:10]. (2) Given the product [CH2:1]=[CH:2][CH2:3][CH2:4][CH2:5][CH2:6][CH2:7][CH3:8].[C:9]([CH:13]=[CH:14][C:15]1[CH:16]=[CH:17][CH:18]=[CH:19][CH:20]=1)([CH3:12])([CH3:10])[CH3:11].[CH:2]([C:3]1[CH:8]=[CH:7][CH:6]=[CH:5][C:4]=1[CH:9]=[CH2:10])=[CH2:1], predict the reactants needed to synthesize it. The reactants are: [CH2:1]=[CH:2][CH2:3][CH2:4][CH2:5][CH2:6][CH2:7][CH3:8].[C:9]([CH:13]=[CH:14][C:15]1[CH:20]=[CH:19][CH:18]=[CH:17][CH:16]=1)([CH3:12])([CH3:11])[CH3:10]. (3) Given the product [ClH:60].[NH2:38][CH2:37][C:34]1[CH:35]=[CH:36][C:31]([C:30](=[N:46][OH:47])[C:29]([NH:28][C@H:14]([B:15]([OH:16])[OH:23])[CH2:13][C:9]2[C:8]([OH:56])=[C:7]([CH:12]=[CH:11][CH:10]=2)[C:6]([OH:58])=[O:5])=[O:55])=[CH:32][CH:33]=1, predict the reactants needed to synthesize it. The reactants are: C([O:5][C:6](=[O:58])[C:7]1[CH:12]=[CH:11][CH:10]=[C:9]([CH2:13][C@H:14]([NH:28][C:29](=[O:55])[C:30](=[N:46][O:47]CC2C=CC=CC=2)[C:31]2[CH:36]=[CH:35][C:34]([CH2:37][NH:38]C(OC(C)(C)C)=O)=[CH:33][CH:32]=2)[B:15]2[O:23]C3C(C)(C4CC(C3)C4(C)C)[O:16]2)[C:8]=1[O:56]C)(C)(C)C.B(Cl)(Cl)[Cl:60].